Task: Predict which catalyst facilitates the given reaction.. Dataset: Catalyst prediction with 721,799 reactions and 888 catalyst types from USPTO (1) Reactant: [C:1]([CH:3]1[CH2:8][O:7][N:6]([C:9]([O:11][CH2:12][CH3:13])=[O:10])[CH2:5][CH2:4]1)#[N:2].C(N)(=[S:16])C.O. Product: [NH2:2][C:1](=[S:16])[CH:3]1[CH2:8][O:7][N:6]([C:9]([O:11][CH2:12][CH3:13])=[O:10])[CH2:5][CH2:4]1. The catalyst class is: 55. (2) Reactant: [C:1](O[BH-](OC(=O)C)OC(=O)C)(=O)C.[Na+].[CH3:15][C@H:16]1[NH:38][CH2:37][C:20]2=[C:21]3[C:25](=[CH:26][CH:27]=[C:19]2[O:18][CH2:17]1)[N:24]([S:28]([C:31]1[CH:36]=[CH:35][CH:34]=[CH:33][CH:32]=1)(=[O:30])=[O:29])[CH:23]=[CH:22]3.C=O. Product: [CH3:1][N:38]1[CH2:37][C:20]2=[C:21]3[C:25](=[CH:26][CH:27]=[C:19]2[O:18][CH2:17][C@H:16]1[CH3:15])[N:24]([S:28]([C:31]1[CH:36]=[CH:35][CH:34]=[CH:33][CH:32]=1)(=[O:29])=[O:30])[CH:23]=[CH:22]3. The catalyst class is: 1. (3) Reactant: B(Br)(Br)Br.C[O:6][C:7]1[CH:20]=[C:19]2[C:10]([C:11]3[CH:12]=[CH:13][C:14]([C:29](=[O:31])[CH3:30])=[CH:15][C:16]=3[C:17]([C:21]3[CH:26]=[CH:25][C:24]([O:27]C)=[CH:23][CH:22]=3)=[CH:18]2)=[C:9]([CH3:32])[CH:8]=1. Product: [OH:6][C:7]1[CH:20]=[C:19]2[C:10]([C:11]3[CH:12]=[CH:13][C:14]([C:29](=[O:31])[CH3:30])=[CH:15][C:16]=3[C:17]([C:21]3[CH:22]=[CH:23][C:24]([OH:27])=[CH:25][CH:26]=3)=[CH:18]2)=[C:9]([CH3:32])[CH:8]=1. The catalyst class is: 2. (4) Reactant: [OH:1][C:2]1[CH:7]=[CH:6][C:5]([C:8]([F:11])([F:10])[F:9])=[CH:4][C:3]=1[C:12]1[CH2:16][CH2:15][CH2:14][C:13]=1[C:17]1[N:22]=[C:21]([C:23]([OH:25])=[O:24])[CH:20]=[N:19][CH:18]=1.[F:26][C:27]1[CH:34]=[C:33]([F:35])[CH:32]=[C:31]([F:36])[C:28]=1[CH2:29]Br.C(=O)([O-])[O-].[K+].[K+].[I-].[K+]. Product: [F:11][C:8]([F:9])([F:10])[C:5]1[CH:6]=[CH:7][C:2]([O:1][CH2:29][C:28]2[C:27]([F:26])=[CH:34][C:33]([F:35])=[CH:32][C:31]=2[F:36])=[C:3]([C:12]2[CH2:16][CH2:15][CH2:14][C:13]=2[C:17]2[N:22]=[C:21]([C:23]([OH:25])=[O:24])[CH:20]=[N:19][CH:18]=2)[CH:4]=1. The catalyst class is: 5. (5) Reactant: [N+:1]([C:4]1[N:9]=[CH:8][C:7]([N:10]2[CH2:15][CH2:14][N:13]([C:16](=[O:18])[CH3:17])[CH2:12][CH2:11]2)=[CH:6][CH:5]=1)([O-])=O.[H][H]. Product: [NH2:1][C:4]1[N:9]=[CH:8][C:7]([N:10]2[CH2:15][CH2:14][N:13]([C:16](=[O:18])[CH3:17])[CH2:12][CH2:11]2)=[CH:6][CH:5]=1. The catalyst class is: 43. (6) Reactant: [CH2:1]([O:8][C:9]([N:11]1[CH2:16][CH2:15][C@H:14]([CH2:17][NH2:18])[C@H:13](O)[CH2:12]1)=[O:10])[C:2]1[CH:7]=[CH:6][CH:5]=[CH:4][CH:3]=1.[C:20]([C:22]1[CH:23]=[N:24][CH:25]=[CH:26][CH:27]=1)#[N:21].CCOCC. Product: [CH2:1]([O:8][C:9]([N:11]1[CH2:16][CH2:15][CH:14]([CH2:17][NH:18][C:23]2[C:22]([C:20]#[N:21])=[CH:27][CH:26]=[CH:25][N:24]=2)[CH2:13][CH2:12]1)=[O:10])[C:2]1[CH:7]=[CH:6][CH:5]=[CH:4][CH:3]=1. The catalyst class is: 25.